Task: Regression. Given a peptide amino acid sequence and an MHC pseudo amino acid sequence, predict their binding affinity value. This is MHC class II binding data.. Dataset: Peptide-MHC class II binding affinity with 134,281 pairs from IEDB (1) The peptide sequence is TWQGGSGMASHIIYE. The MHC is HLA-DPA10301-DPB10402 with pseudo-sequence HLA-DPA10301-DPB10402. The binding affinity (normalized) is 0.0883. (2) The peptide sequence is RLEFDEFVTLAAKFI. The MHC is DRB1_0405 with pseudo-sequence DRB1_0405. The binding affinity (normalized) is 0.313. (3) The peptide sequence is AEIGSAISTANGAAA. The MHC is DRB1_1101 with pseudo-sequence DRB1_1101. The binding affinity (normalized) is 0.115. (4) The MHC is DRB1_0405 with pseudo-sequence DRB1_0405. The peptide sequence is CQFLKVEKSQLLNEF. The binding affinity (normalized) is 0.665. (5) The MHC is DRB1_1302 with pseudo-sequence DRB1_1302. The binding affinity (normalized) is 0.357. The peptide sequence is SKSDDQIWLSQWFMN.